From a dataset of Forward reaction prediction with 1.9M reactions from USPTO patents (1976-2016). Predict the product of the given reaction. (1) Given the reactants Br[C:2]1[CH:10]=[C:9]2[C:5]([CH:6]=[CH:7][NH:8]2)=[CH:4][CH:3]=1.[Na+].[I-:12].CN[C@H]1CCCC[C@@H]1NC, predict the reaction product. The product is: [I:12][C:2]1[CH:10]=[C:9]2[C:5]([CH:6]=[CH:7][NH:8]2)=[CH:4][CH:3]=1. (2) Given the reactants [F:1][C:2]1[CH:7]=[CH:6][C:5]([N:8]2[C:12]([CH2:13][CH:14]([CH3:16])[CH3:15])=[CH:11][C:10]([CH2:17][NH:18]O)=[N:9]2)=[CH:4][CH:3]=1.[H-].[Al+3].[Li+].[H-].[H-].[H-].O.S([O-])([O-])(=O)=O.[Na+].[Na+], predict the reaction product. The product is: [F:1][C:2]1[CH:3]=[CH:4][C:5]([N:8]2[C:12]([CH2:13][CH:14]([CH3:15])[CH3:16])=[CH:11][C:10]([CH2:17][NH2:18])=[N:9]2)=[CH:6][CH:7]=1. (3) Given the reactants ClC1C=C(Cl)C=CC=1C1N=C(CC)C(N[C@@H]2C3C(=CC=CC=3)C[C@@H]2OCC)=NC=1CC.[Cl:32][C:33]1[CH:38]=[C:37]([N:39]([CH3:41])[CH3:40])[CH:36]=[CH:35][C:34]=1[C:42]1[N:43]=[C:44]([CH2:61][CH3:62])[C:45]([NH:50][C@@H:51]2[C:59]3[C:54](=[CH:55][CH:56]=[CH:57][CH:58]=3)[CH2:53][C@@H:52]2[OH:60])=[N:46][C:47]=1[CH2:48][CH3:49].Br[CH2:64][CH2:65][F:66], predict the reaction product. The product is: [Cl:32][C:33]1[CH:38]=[C:37]([N:39]([CH3:41])[CH3:40])[CH:36]=[CH:35][C:34]=1[C:42]1[N:43]=[C:44]([CH2:61][CH3:62])[C:45]([NH:50][C@@H:51]2[C:59]3[C:54](=[CH:55][CH:56]=[CH:57][CH:58]=3)[CH2:53][C@@H:52]2[O:60][CH2:64][CH2:65][F:66])=[N:46][C:47]=1[CH2:48][CH3:49]. (4) Given the reactants [Cl:1][C:2]1[CH:9]=[CH:8][C:5]([CH:6]=O)=[C:4](F)[CH:3]=1.[NH:11]1[CH2:16][CH2:15][O:14][CH2:13][CH2:12]1.[CH2:17]1[CH:21]2[CH2:22][NH:23][CH2:24][CH:20]2[CH2:19][N:18]1[C:25]([O:27]C(C)(C)C)=[O:26].[CH2:32]1[C:37](=[O:38])[N:36](OC(O[N:36]2[C:37](=[O:38])[CH2:32][CH2:33][C:34]2=[O:35])=O)[C:34](=[O:35])[CH2:33]1, predict the reaction product. The product is: [Cl:1][C:2]1[CH:9]=[CH:8][C:5]([CH2:6][N:23]2[CH2:24][CH:20]3[CH2:19][N:18]([C:25]([O:27][N:36]4[C:37](=[O:38])[CH2:32][CH2:33][C:34]4=[O:35])=[O:26])[CH2:17][CH:21]3[CH2:22]2)=[C:4]([N:11]2[CH2:16][CH2:15][O:14][CH2:13][CH2:12]2)[CH:3]=1. (5) Given the reactants [CH2:1]([O:3][C:4]1[CH:5]=[C:6]([CH:27]=[C:28]([O:35][CH2:36][CH3:37])[C:29]=1[N:30]1[CH:34]=[CH:33][CH:32]=[CH:31]1)[CH2:7][N:8]1[CH2:13][CH2:12][CH:11]([NH:14][C:15]2[O:16][C:17]3[CH:23]=[CH:22][CH:21]=[C:20]([N+:24]([O-])=O)[C:18]=3[N:19]=2)[CH2:10][CH2:9]1)[CH3:2], predict the reaction product. The product is: [CH2:1]([O:3][C:4]1[CH:5]=[C:6]([CH:27]=[C:28]([O:35][CH2:36][CH3:37])[C:29]=1[N:30]1[CH:34]=[CH:33][CH:32]=[CH:31]1)[CH2:7][N:8]1[CH2:13][CH2:12][CH:11]([NH:14][C:15]2[O:16][C:17]3[C:18](=[C:20]([NH2:24])[CH:21]=[CH:22][CH:23]=3)[N:19]=2)[CH2:10][CH2:9]1)[CH3:2]. (6) Given the reactants [Br:1][C:2]1[CH:7]=[CH:6][C:5]([NH:8][C:9]2[C:14]([N+:15]([O-:17])=[O:16])=[CH:13][N:12]([CH3:18])[C:11](=[O:19])[CH:10]=2)=[C:4]([F:20])[CH:3]=1.FC1C=C(I)C=CC=1NC1C([N+]([O-])=O)=CNC(=O)C=1.C1C(=O)N([Cl:47])C(=O)C1, predict the reaction product. The product is: [Br:1][C:2]1[CH:7]=[CH:6][C:5]([NH:8][C:9]2[C:14]([N+:15]([O-:17])=[O:16])=[CH:13][N:12]([CH3:18])[C:11](=[O:19])[C:10]=2[Cl:47])=[C:4]([F:20])[CH:3]=1.